This data is from Forward reaction prediction with 1.9M reactions from USPTO patents (1976-2016). The task is: Predict the product of the given reaction. (1) Given the reactants [C:1]1([C:7]2[N:12]3[N:13]=[C:14]([NH:16][C:17]4[CH:18]=[C:19]5[C:24](=[CH:25][CH:26]=4)[N:23]=[C:22]([NH2:27])[CH:21]=[CH:20]5)[N:15]=[C:11]3[CH:10]=[CH:9][CH:8]=2)[CH:6]=[CH:5][CH:4]=[CH:3][CH:2]=1.C1(C2N3N=C(NC4C=C5C(C=NN5C5CCCCO5)=CC=4)N=C3C=CC=2)C=CC=CC=1.[CH3:59][O:60][C:61]1[CH:79]=[CH:78][C:64]([CH2:65]NC2C=CC3C(=CC=C(N)C=3)N=2)=[CH:63][CH:62]=1.CC(C)([O-])C.[K+], predict the reaction product. The product is: [CH3:59][O:60][C:61]1[CH:79]=[CH:78][C:64]([CH2:65][NH:27][C:22]2[CH:21]=[CH:20][C:19]3[C:24](=[CH:25][CH:26]=[C:17]([NH:16][C:14]4[N:15]=[C:11]5[CH:10]=[CH:9][CH:8]=[C:7]([C:1]6[CH:2]=[CH:3][CH:4]=[CH:5][CH:6]=6)[N:12]5[N:13]=4)[CH:18]=3)[N:23]=2)=[CH:63][CH:62]=1. (2) Given the reactants [CH2:1]([O:3][C:4](=[O:17])[NH:5][C:6]1[CH:11]=[CH:10][CH:9]=[CH:8][C:7]=1[O:12][C:13]([F:16])([F:15])[F:14])[CH3:2].[Li]C(CC)C.[I:23]I.[Cl-].[NH4+], predict the reaction product. The product is: [CH2:1]([O:3][C:4](=[O:17])[NH:5][C:6]1[C:7]([O:12][C:13]([F:14])([F:16])[F:15])=[CH:8][CH:9]=[CH:10][C:11]=1[I:23])[CH3:2]. (3) Given the reactants [I:1][C:2]1[CH:10]=[CH:9][C:5]([C:6]([OH:8])=[O:7])=[CH:4][C:3]=1[N+:11]([O-:13])=[O:12].S(=O)(=O)(O)O.[C:19](=O)(O)[O-].[Na+], predict the reaction product. The product is: [CH3:19][O:7][C:6](=[O:8])[C:5]1[CH:9]=[CH:10][C:2]([I:1])=[C:3]([N+:11]([O-:13])=[O:12])[CH:4]=1. (4) Given the reactants [Br:1][C:2]1[C:7]2[O:8][CH2:9][C:10](=[O:12])[NH:11][C:6]=2[CH:5]=[C:4]([C:13](Cl)=[O:14])[CH:3]=1.Cl.[CH3:17][O:18][NH:19][CH3:20].C(N(CC)CC)C, predict the reaction product. The product is: [Br:1][C:2]1[C:7]2[O:8][CH2:9][C:10](=[O:12])[NH:11][C:6]=2[CH:5]=[C:4]([C:13]([N:19]([O:18][CH3:17])[CH3:20])=[O:14])[CH:3]=1. (5) Given the reactants Cl[C:2]1[N:7]=[C:6]([Cl:8])[CH:5]=[CH:4][N:3]=1.[CH:9]([C:11]1[CH:16]=[CH:15][C:14](B(O)O)=[CH:13][CH:12]=1)=[O:10], predict the reaction product. The product is: [Cl:8][C:6]1[CH:5]=[CH:4][N:3]=[C:2]([C:14]2[CH:15]=[CH:16][C:11]([CH:9]=[O:10])=[CH:12][CH:13]=2)[N:7]=1. (6) Given the reactants [Si:1]([O:8][CH2:9][C:10]1([CH3:38])[S:16][CH2:15][CH2:14][N:13]2[C:17]([C:20]3([C:23]4[CH:28]=[CH:27][C:26](B5OC(C)(C)C(C)(C)O5)=[CH:25][CH:24]=4)[CH2:22][CH2:21]3)=[N:18][N:19]=[C:12]2[CH2:11]1)([C:4]([CH3:7])([CH3:6])[CH3:5])([CH3:3])[CH3:2].Br[C:40]1[C:41]([C:46]#[N:47])=[N:42][CH:43]=[CH:44][CH:45]=1.C(=O)([O-])[O-].[K+].[K+].C(=O)([O-])O.[Na+], predict the reaction product. The product is: [Si:1]([O:8][CH2:9][C:10]1([CH3:38])[S:16][CH2:15][CH2:14][N:13]2[C:17]([C:20]3([C:23]4[CH:28]=[CH:27][C:26]([C:40]5[C:41]([C:46]#[N:47])=[N:42][CH:43]=[CH:44][CH:45]=5)=[CH:25][CH:24]=4)[CH2:22][CH2:21]3)=[N:18][N:19]=[C:12]2[CH2:11]1)([C:4]([CH3:5])([CH3:7])[CH3:6])([CH3:3])[CH3:2]. (7) The product is: [C:4]1([C:1](=[O:3])[CH2:2][C:12](=[O:18])[C:13]([O:15][CH2:16][CH3:17])=[O:14])[CH:9]=[CH:8][CH:7]=[CH:6][CH:5]=1. Given the reactants [C:1]([C:4]1[CH:9]=[CH:8][CH:7]=[CH:6][CH:5]=1)(=[O:3])[CH3:2].[H-].[Na+].[C:12](OCC)(=[O:18])[C:13]([O:15][CH2:16][CH3:17])=[O:14].Cl, predict the reaction product. (8) Given the reactants [OH:1][CH2:2][C:3]1([CH2:7][O:8][C:9]2[CH:14]=[CH:13][C:12]([C:15]([C:17]3[CH:22]=[CH:21][CH:20]=[CH:19][CH:18]=3)=[O:16])=[CH:11][CH:10]=2)[CH2:6][O:5][CH2:4]1.[BrH:23], predict the reaction product. The product is: [Br:23][CH2:4][C:3]([CH2:6][OH:5])([CH2:2][OH:1])[CH2:7][O:8][C:9]1[CH:14]=[CH:13][C:12]([C:15]([C:17]2[CH:22]=[CH:21][CH:20]=[CH:19][CH:18]=2)=[O:16])=[CH:11][CH:10]=1. (9) Given the reactants [F:1][C:2]1[CH:7]=[C:6]([C:8]([F:11])([F:10])[F:9])[CH:5]=[CH:4][C:3]=1[C:12]1[C:13]2[CH:20]([CH2:21][C:22]([N:24]3[CH2:28]C[CH2:26][CH2:25]3)=[O:23])[CH2:19][CH2:18][C:14]=2[CH:15]=[N:16][CH:17]=1.CNCC, predict the reaction product. The product is: [CH2:25]([N:24]([CH3:28])[C:22](=[O:23])[CH2:21][CH:20]1[C:13]2[C:12]([C:3]3[CH:4]=[CH:5][C:6]([C:8]([F:11])([F:9])[F:10])=[CH:7][C:2]=3[F:1])=[CH:17][N:16]=[CH:15][C:14]=2[CH2:18][CH2:19]1)[CH3:26]. (10) Given the reactants [C:1]([N:8]1[CH:12]=[CH:11]N=C1)([N:3]1[CH:7]=[CH:6]N=C1)=[O:2].NC1[CH:15]=[C:16]([CH:20]([CH3:23])[C:21]#[N:22])[CH:17]=[CH:18]C=1.NC1C=[CH:41][C:28]([O:29][C:30]2[CH:35]=[CH:34][N:33]=[C:32]([NH:36][CH2:37][CH2:38][CH2:39][OH:40])[N:31]=2)=[CH:27][CH:26]=1, predict the reaction product. The product is: [C:21]([CH:20]([CH3:23])[C:16]1[CH:15]=[C:12]([NH:8][C:1]([NH:3][C:7]2[CH:6]=[CH:41][C:28]([O:29][C:30]3[CH:35]=[CH:34][N:33]=[C:32]([NH:36][CH2:37][CH2:38][CH2:39][OH:40])[N:31]=3)=[CH:27][CH:26]=2)=[O:2])[CH:11]=[CH:18][CH:17]=1)#[N:22].